From a dataset of Reaction yield outcomes from USPTO patents with 853,638 reactions. Predict the reaction yield, written as a fraction of the theoretical maximum amount of product (1.0 means a 100% yield; for example, 0.34 means a 34% yield). (1) The reactants are [F:1][C:2]1[C:3]([N:39]2[CH:44]=[CH:43][C:42]([CH3:45])=[CH:41][C:40]2=[O:46])=[CH:4][C:5]([O:37][CH3:38])=[C:6]([N:8]2[C:17]3[C:12](=[CH:13][C:14]([S:18]([N:21]([C:31]4[CH:35]=[CH:34][O:33][N:32]=4)CC4C=CC(OC)=CC=4)(=[O:20])=[O:19])=[CH:15][CH:16]=3)[CH:11]=[CH:10][C:9]2=[O:36])[CH:7]=1. The catalyst is C(O)(C(F)(F)F)=O. The product is [F:1][C:2]1[C:3]([N:39]2[CH:44]=[CH:43][C:42]([CH3:45])=[CH:41][C:40]2=[O:46])=[CH:4][C:5]([O:37][CH3:38])=[C:6]([N:8]2[C:17]3[C:12](=[CH:13][C:14]([S:18]([NH:21][C:31]4[CH:35]=[CH:34][O:33][N:32]=4)(=[O:19])=[O:20])=[CH:15][CH:16]=3)[CH:11]=[CH:10][C:9]2=[O:36])[CH:7]=1. The yield is 0.0164. (2) The reactants are [CH3:1][N:2]1[C:6]([C:7]2[S:11][C:10]([C:12]([OH:14])=O)=[CH:9][CH:8]=2)=[CH:5][CH:4]=[N:3]1.C1CN([P+](Br)(N2CCCC2)N2CCCC2)CC1.F[P-](F)(F)(F)(F)F.C(N(C(C)C)CC)(C)C.Cl.[NH2:49][C@@H:50]([CH2:63][C:64]1[CH:69]=[CH:68][CH:67]=[CH:66][C:65]=1[C:70]([F:73])([F:72])[F:71])[CH2:51][N:52]1[C:60](=[O:61])[C:59]2[C:54](=[CH:55][CH:56]=[CH:57][CH:58]=2)[C:53]1=[O:62]. The catalyst is C(Cl)Cl. The product is [O:61]=[C:60]1[C:59]2[C:54](=[CH:55][CH:56]=[CH:57][CH:58]=2)[C:53](=[O:62])[N:52]1[CH2:51][C@@H:50]([NH:49][C:12]([C:10]1[S:11][C:7]([C:6]2[N:2]([CH3:1])[N:3]=[CH:4][CH:5]=2)=[CH:8][CH:9]=1)=[O:14])[CH2:63][C:64]1[CH:69]=[CH:68][CH:67]=[CH:66][C:65]=1[C:70]([F:72])([F:71])[F:73]. The yield is 0.280. (3) The reactants are C1(S([C:10]2(SC)[CH2:15][C@@H:14]3[C@@:12]([C:16]4[CH:21]=[CH:20][C:19]([Cl:22])=[C:18]([Cl:23])[CH:17]=4)([CH2:13]3)[CH2:11]2)(=O)=O)C=CC=CC=1.C[OH:27].Cl. The catalyst is C(OCC)(=O)C.CCCCCC. The product is [Cl:23][C:18]1[CH:17]=[C:16]([C@@:12]23[CH2:13][C@@H:14]2[CH2:15][C:10](=[O:27])[CH2:11]3)[CH:21]=[CH:20][C:19]=1[Cl:22]. The yield is 0.990. (4) The reactants are [C:14]1(P([C:14]2[CH:19]=[CH:18][CH:17]=[CH:16][CH:15]=2)[C:14]2[CH:19]=[CH:18][CH:17]=[CH:16][CH:15]=2)[CH:19]=[CH:18][CH:17]=[CH:16][CH:15]=1.[NH:20]=[N+:21]=[N-:22].C[CH2:24][O:25][C:26](/N=N/[C:26]([O:25][CH2:24]C)=[O:27])=[O:27].[C:35]1([CH3:41])[CH:40]=[CH:39][CH:38]=[CH:37][CH:36]=1. The catalyst is CCOC(C)=O. The product is [N:20]([CH:37]1[CH2:38][CH2:39][CH2:40][CH:35]([CH2:41][C:26]([O:25][CH2:24][C:14]2[CH:15]=[CH:16][CH:17]=[CH:18][CH:19]=2)=[O:27])[CH2:36]1)=[N+:21]=[N-:22]. The yield is 0.930. (5) The reactants are O.O.[Sn](Cl)Cl.[Cl:6][C:7]1[CH:12]=[C:11]([F:13])[C:10]([N+:14]([O-])=O)=[CH:9][C:8]=1[F:17].C(=O)(O)[O-].[Na+]. The catalyst is C(OCC)(=O)C. The product is [Cl:6][C:7]1[C:8]([F:17])=[CH:9][C:10]([NH2:14])=[C:11]([F:13])[CH:12]=1. The yield is 0.739. (6) The reactants are [NH2:1][N:2]1[CH:6]=[CH:5][N:4]=[C:3]1[C:7]([NH:9][C:10]1[CH:15]=[CH:14][CH:13]=[CH:12][CH:11]=1)=[O:8].[C:16]([O:20][C:21]([NH:23][C@@H:24]([CH3:28])[C:25](O)=[O:26])=[O:22])([CH3:19])([CH3:18])[CH3:17].CCN=C=NCCCN(C)C.Cl. No catalyst specified. The product is [O:26]=[C:25]([NH:1][N:2]1[CH:6]=[CH:5][N:4]=[C:3]1[C:7](=[O:8])[NH:9][C:10]1[CH:11]=[CH:12][CH:13]=[CH:14][CH:15]=1)[C@@H:24]([NH:23][C:21](=[O:22])[O:20][C:16]([CH3:19])([CH3:18])[CH3:17])[CH3:28]. The yield is 0.670. (7) The reactants are [NH2:1][C:2]1[N:6]([C:7]2[CH:12]=[CH:11][CH:10]=[CH:9][CH:8]=2)[N:5]=[C:4]([CH:13]2[CH2:18][CH2:17][N:16]([C:19]([O:21][C:22]([CH3:25])([CH3:24])[CH3:23])=[O:20])[CH2:15][CH2:14]2)[C:3]=1[CH3:26].C1(C2C=CC([CH2:36][O:37]C)=CC=2CN)CC1.[CH3:41][O:42][CH2:43][C:44]1[CH:45]=[CH:46][C:47]([O:52][C:53]([F:56])([F:55])[F:54])=[C:48]([CH2:50][NH2:51])[CH:49]=1. No catalyst specified. The product is [CH3:41][O:42][CH2:43][C:44]1[CH:45]=[CH:46][C:47]([O:52][C:53]([F:54])([F:55])[F:56])=[C:48]([CH:49]=1)[CH2:50][NH:51][C:36](=[O:37])[NH:1][C:2]1[N:6]([C:7]2[CH:12]=[CH:11][CH:10]=[CH:9][CH:8]=2)[N:5]=[C:4]([CH:13]2[CH2:18][CH2:17][N:16]([C:19]([O:21][C:22]([CH3:23])([CH3:25])[CH3:24])=[O:20])[CH2:15][CH2:14]2)[C:3]=1[CH3:26]. The yield is 0.580. (8) The reactants are [OH:1][CH:2]([CH2:29][OH:30])[CH2:3][NH:4][C:5]1[CH:12]=[C:11]([N:13]2[C:21]3[CH2:20][C:19]([CH3:23])([CH3:22])[CH2:18][C:17](=[O:24])[C:16]=3[C:15]([C:25]([F:28])([F:27])[F:26])=[N:14]2)[CH:10]=[CH:9][C:6]=1[C:7]#[N:8].[OH-:31].[Na+].OO. The catalyst is CCO.O. The product is [OH:1][CH:2]([CH2:29][OH:30])[CH2:3][NH:4][C:5]1[CH:12]=[C:11]([N:13]2[C:21]3[CH2:20][C:19]([CH3:22])([CH3:23])[CH2:18][C:17](=[O:24])[C:16]=3[C:15]([C:25]([F:27])([F:28])[F:26])=[N:14]2)[CH:10]=[CH:9][C:6]=1[C:7]([NH2:8])=[O:31]. The yield is 0.290.